From a dataset of Forward reaction prediction with 1.9M reactions from USPTO patents (1976-2016). Predict the product of the given reaction. (1) The product is: [CH3:34][N:19]1[CH2:20][CH2:16][C:13]2([CH2:14][C:15]3[N:7]([CH2:6][O:5][CH2:4][CH2:3][Si:2]([CH3:1])([CH3:32])[CH3:33])[N:8]=[C:9]([C:29]([OH:31])=[O:30])[C:10]=3[CH2:11][CH2:12]2)[C:21]1=[O:22]. Given the reactants [CH3:1][Si:2]([CH3:33])([CH3:32])[CH2:3][CH2:4][O:5][CH2:6][N:7]1[C:15]2[CH2:14][CH:13]([C:16]3C=N[N:19]([CH2:21][O:22]CC[Si](C)(C)C)[CH:20]=3)[CH2:12][CH2:11][C:10]=2[C:9]([C:29]([OH:31])=[O:30])=[N:8]1.[CH3:34]N1C(=O)C2(CCC(=O)CC2)CC1, predict the reaction product. (2) Given the reactants S1C2C=C(NC(=O)C3C=C([N+]([O-])=O)C(F)=CC=3Cl)C=CC=2N=C1.[NH4+].[OH-].[NH2:26][C:27]1[C:44]([N+:45]([O-:47])=[O:46])=[CH:43][C:30]([C:31]([NH:33][C:34]2[CH:42]=[CH:41][C:37]3[N:38]=[CH:39][S:40][C:36]=3[CH:35]=2)=[O:32])=[C:29](Cl)[CH:28]=1.[CH3:49][N:50]1[CH2:55][CH2:54][NH:53][CH2:52][CH2:51]1, predict the reaction product. The product is: [NH2:26][C:27]1[C:44]([N+:45]([O-:47])=[O:46])=[CH:43][C:30]([C:31]([NH:33][C:34]2[CH:42]=[CH:41][C:37]3[N:38]=[CH:39][S:40][C:36]=3[CH:35]=2)=[O:32])=[C:29]([N:53]2[CH2:54][CH2:55][N:50]([CH3:49])[CH2:51][CH2:52]2)[CH:28]=1. (3) Given the reactants Br[C:2]1[N:7]=[CH:6][C:5]([C:8]([N:10]2[CH2:15][CH2:14][N:13]([C:16]3[C:21]([CH3:22])=[CH:20][C:19]([CH3:23])=[CH:18][N:17]=3)[CH2:12][CH2:11]2)=[O:9])=[CH:4][CH:3]=1.C([N:32]1[CH:36]([CH3:37])[CH2:35][NH:34][C:33]1=[O:38])(=O)C1C=CC=CC=1.C(=O)([O-])[O-].[Cs+].[Cs+].CNCCNC, predict the reaction product. The product is: [CH3:22][C:21]1[C:16]([N:13]2[CH2:14][CH2:15][N:10]([C:8]([C:5]3[CH:4]=[CH:3][C:2]([N:34]4[CH2:35][CH:36]([CH3:37])[NH:32][C:33]4=[O:38])=[N:7][CH:6]=3)=[O:9])[CH2:11][CH2:12]2)=[N:17][CH:18]=[C:19]([CH3:23])[CH:20]=1. (4) Given the reactants [Cl:1][C:2]1[C:11]2[C:6](=[C:7]([OH:12])[CH:8]=[CH:9][CH:10]=2)[N:5]=[C:4]([CH3:13])[CH:3]=1.C(=O)([O-])[O-].[K+].[K+], predict the reaction product. The product is: [CH2:2]([O:12][C:7]1[CH:8]=[CH:9][CH:10]=[C:11]2[C:6]=1[N:5]=[C:4]([CH3:13])[CH:3]=[C:2]2[Cl:1])[C:11]1[CH:6]=[CH:7][CH:8]=[CH:9][CH:10]=1. (5) Given the reactants [NH2:1][C:2]1[CH:3]=[CH:4][CH:5]=[C:6]2[C:11]=1[N:10]([CH2:12][C:13]1[CH:18]=[CH:17][CH:16]=[CH:15][CH:14]=1)[C:9](=[O:19])[CH:8]([NH:20][C:21](=[O:27])[O:22][C:23]([CH3:26])([CH3:25])[CH3:24])[CH2:7]2.[CH:28](=O)[CH3:29].C(O)(=O)C.C([BH3-])#N.[Na+], predict the reaction product. The product is: [CH2:12]([N:10]1[C:11]2[C:6](=[CH:5][CH:4]=[CH:3][C:2]=2[NH:1][CH2:28][CH3:29])[CH2:7][CH:8]([NH:20][C:21](=[O:27])[O:22][C:23]([CH3:24])([CH3:26])[CH3:25])[C:9]1=[O:19])[C:13]1[CH:18]=[CH:17][CH:16]=[CH:15][CH:14]=1.